From a dataset of Full USPTO retrosynthesis dataset with 1.9M reactions from patents (1976-2016). Predict the reactants needed to synthesize the given product. (1) Given the product [CH2:1]([C:9]1[O:10][C:11]2[CH:17]=[CH:16][C:15]([B:26]([OH:27])[OH:25])=[CH:14][C:12]=2[CH:13]=1)[CH2:2][CH2:3][CH2:4][CH2:5][CH2:6][CH2:7][CH3:8], predict the reactants needed to synthesize it. The reactants are: [CH2:1]([C:9]1[O:10][C:11]2[CH:17]=[CH:16][C:15](Br)=[CH:14][C:12]=2[CH:13]=1)[CH2:2][CH2:3][CH2:4][CH2:5][CH2:6][CH2:7][CH3:8].C([Li])CCC.C[O:25][B:26](OC)[O:27]C.Cl. (2) Given the product [Cl:18][C:19]1[CH:20]=[CH:21][C:22]([C:25]2[CH:26]=[CH:27][C:28]([C:31]#[C:32][C:2]3[CH:3]=[CH:4][C:5]([N:8]4[CH2:12][CH2:11][CH:10]([N:13]5[CH2:17][CH2:16][CH2:15][CH2:14]5)[CH2:9]4)=[N:6][CH:7]=3)=[N:29][CH:30]=2)=[CH:23][CH:24]=1, predict the reactants needed to synthesize it. The reactants are: I[C:2]1[CH:3]=[CH:4][C:5]([N:8]2[CH2:12][CH2:11][CH:10]([N:13]3[CH2:17][CH2:16][CH2:15][CH2:14]3)[CH2:9]2)=[N:6][CH:7]=1.[Cl:18][C:19]1[CH:24]=[CH:23][C:22]([C:25]2[CH:26]=[CH:27][C:28]([C:31]#[CH:32])=[N:29][CH:30]=2)=[CH:21][CH:20]=1.